The task is: Predict the product of the given reaction.. This data is from Forward reaction prediction with 1.9M reactions from USPTO patents (1976-2016). (1) Given the reactants Br[C:2]1[CH:3]=[C:4]([NH2:16])[C:5]([C:8]2[CH:9]=[N:10][C:11]([O:14][CH3:15])=[CH:12][CH:13]=2)=[N:6][CH:7]=1.[NH:17]1[CH2:22][CH2:21][O:20][CH2:19][CH2:18]1.C1(P(C2CCCCC2)C2(C(C)C)CC(C(C)C)=CC(C(C)C)=C2C2C=CC=CC=2)CCCCC1.CC(C1C=C(C(C)C)C(C2C=CC=CC=2P(C2CCCCC2)C2CCCCC2)=C(C(C)C)C=1)C.C[Si]([N-][Si](C)(C)C)(C)C.[Li+], predict the reaction product. The product is: [CH3:15][O:14][C:11]1[N:10]=[CH:9][C:8]([C:5]2[C:4]([NH2:16])=[CH:3][C:2]([N:17]3[CH2:22][CH2:21][O:20][CH2:19][CH2:18]3)=[CH:7][N:6]=2)=[CH:13][CH:12]=1. (2) The product is: [C:27]([C:29]1[C:30]([OH:32])=[N:21][C:3]([CH3:5])=[C:2]([C:18]=1[C:15]1[CH:16]=[CH:17][C:12]([CH3:20])=[CH:13][CH:14]=1)[C:1]([O:7][C:8]([CH3:11])([CH3:10])[CH3:9])=[O:6])#[N:28]. Given the reactants [C:1]([O:7][C:8]([CH3:11])([CH3:10])[CH3:9])(=[O:6])[CH2:2][C:3]([CH3:5])=O.[C:12]1([CH3:20])[CH:17]=[CH:16][C:15]([CH:18]=O)=[CH:14][CH:13]=1.[NH:21]1CCCCC1.[C:27]([CH2:29][C:30]([O:32]CC)=O)#[N:28].C([O-])(=O)C.[NH4+], predict the reaction product. (3) The product is: [O:9]=[C:10]1[CH:14]=[CH:13][C:12](=[O:15])[N:11]1[CH2:16][CH2:17][C:18](=[O:73])[NH:19][CH2:20][CH2:21][O:22][CH2:23][CH2:24][O:25][CH2:26][CH2:27][O:28][CH2:29][CH2:30][O:31][CH2:32][CH2:33][C:34](=[O:72])[NH:35][CH2:36][CH2:37][CH2:38][O:39][C:40]1[CH:41]=[CH:42][C:43]([C:44]([C:46]2[CH:51]=[CH:50][C:49]([NH:52][CH2:53][CH2:54][O:55][CH2:56][CH2:57][O:58][CH2:59][CH2:60][O:61][CH2:62][CH2:63][O:64][CH2:65][CH2:66][C:67]([O:1][N:2]3[C:6](=[O:7])[CH2:5][CH2:4][C:3]3=[O:8])=[O:68])=[CH:48][CH:47]=2)=[O:45])=[CH:70][CH:71]=1. Given the reactants [OH:1][N:2]1[C:6](=[O:7])[CH2:5][CH2:4][C:3]1=[O:8].[O:9]=[C:10]1[CH:14]=[CH:13][C:12](=[O:15])[N:11]1[CH2:16][CH2:17][C:18](=[O:73])[NH:19][CH2:20][CH2:21][O:22][CH2:23][CH2:24][O:25][CH2:26][CH2:27][O:28][CH2:29][CH2:30][O:31][CH2:32][CH2:33][C:34](=[O:72])[NH:35][CH2:36][CH2:37][CH2:38][O:39][C:40]1[CH:71]=[CH:70][C:43]([C:44]([C:46]2[CH:51]=[CH:50][C:49]([NH:52][CH2:53][CH2:54][O:55][CH2:56][CH2:57][O:58][CH2:59][CH2:60][O:61][CH2:62][CH2:63][O:64][CH2:65][CH2:66][C:67](O)=[O:68])=[CH:48][CH:47]=2)=[O:45])=[CH:42][CH:41]=1.C(Cl)CCl, predict the reaction product. (4) Given the reactants [CH2:1]([C:8]([N:20]([CH3:22])[CH3:21])([CH2:18][CH3:19])[C:9]([C:11]1[CH:16]=[CH:15][C:14](F)=[CH:13][CH:12]=1)=[O:10])[C:2]1[CH:7]=[CH:6][CH:5]=[CH:4][CH:3]=1.[CH2:23]([CH2:25][NH2:26])[OH:24].C(=O)([O-])[O-].[K+].[K+], predict the reaction product. The product is: [CH2:1]([C:8]([N:20]([CH3:22])[CH3:21])([CH2:18][CH3:19])[C:9]([C:11]1[CH:16]=[CH:15][C:14]([NH:26][CH2:25][CH2:23][OH:24])=[CH:13][CH:12]=1)=[O:10])[C:2]1[CH:7]=[CH:6][CH:5]=[CH:4][CH:3]=1.